Dataset: Forward reaction prediction with 1.9M reactions from USPTO patents (1976-2016). Task: Predict the product of the given reaction. (1) Given the reactants [NH2:1][C:2]1[CH:6]=[CH:5][NH:4][N:3]=1.C(N(CC)CC)C.[F:14][C:15]([F:26])([F:25])[C:16]1[CH:24]=[CH:23][CH:22]=[CH:21][C:17]=1[C:18](Cl)=[O:19], predict the reaction product. The product is: [NH:4]1[CH:5]=[CH:6][C:2]([NH:1][C:18](=[O:19])[C:17]2[CH:21]=[CH:22][CH:23]=[CH:24][C:16]=2[C:15]([F:14])([F:25])[F:26])=[N:3]1. (2) The product is: [N:18]1([CH2:17][CH2:16][CH2:15][C:12]2[CH:11]=[CH:10][C:9]([OH:8])=[CH:14][CH:13]=2)[CH:22]=[CH:21][N:20]=[N:19]1. Given the reactants C([O:8][C:9]1[CH:14]=[CH:13][C:12]([CH2:15][CH2:16][CH2:17][N:18]2[CH:22]=[CH:21][N:20]=[N:19]2)=[CH:11][CH:10]=1)C1C=CC=CC=1.[H][H], predict the reaction product. (3) The product is: [CH3:22][O:23][C:2]1[N:3]=[C:4]([NH:18][CH2:19][CH2:20][CH3:21])[C:5]2[N:6]=[C:7]([NH:16][CH3:17])[N:8]=[C:9]([NH:12][CH2:13][CH2:14][CH3:15])[C:10]=2[N:11]=1. Given the reactants Cl[C:2]1[N:3]=[C:4]([NH:18][CH2:19][CH2:20][CH3:21])[C:5]2[N:6]=[C:7]([NH:16][CH3:17])[N:8]=[C:9]([NH:12][CH2:13][CH2:14][CH3:15])[C:10]=2[N:11]=1.[CH3:22][O-:23].[Na+], predict the reaction product. (4) The product is: [CH:1]([O:4][C:5]([N:7]1[CH2:12][CH2:11][CH:10]([O:13][C:14]2[C:23]3[C:18](=[C:19]([C:32]4[CH:33]=[CH:34][C:29]([O:28][CH:25]([CH3:27])[CH3:26])=[CH:30][CH:31]=4)[CH:20]=[CH:21][CH:22]=3)[N:17]=[CH:16][CH:15]=2)[CH2:9][CH2:8]1)=[O:6])([CH3:3])[CH3:2]. Given the reactants [CH:1]([O:4][C:5]([N:7]1[CH2:12][CH2:11][CH:10]([O:13][C:14]2[C:23]3[C:18](=[C:19](Cl)[CH:20]=[CH:21][CH:22]=3)[N:17]=[CH:16][CH:15]=2)[CH2:9][CH2:8]1)=[O:6])([CH3:3])[CH3:2].[CH:25]([O:28][C:29]1[CH:34]=[CH:33][C:32](B(O)O)=[CH:31][CH:30]=1)([CH3:27])[CH3:26].C(=O)([O-])[O-].[Na+].[Na+].C1(C)C=CC=CC=1, predict the reaction product. (5) Given the reactants [C:1]([O:5][C:6]([N:8]1[CH2:13][CH2:12][CH:11]([C:14]2[CH:19]=[C:18]([Cl:20])[CH:17]=[CH:16][C:15]=2[OH:21])[CH2:10][CH2:9]1)=[O:7])([CH3:4])([CH3:3])[CH3:2].C(=O)([O-])[O-].[K+].[K+].[Cl:28][C:29]1[C:30](F)=[CH:31][C:32]([F:55])=[C:33]([S:35]([N:38]([CH2:44][C:45]2[CH:50]=[CH:49][C:48]([O:51][CH3:52])=[CH:47][C:46]=2[O:53][CH3:54])[C:39]2[S:43][N:42]=[CH:41][N:40]=2)(=[O:37])=[O:36])[CH:34]=1, predict the reaction product. The product is: [C:1]([O:5][C:6]([N:8]1[CH2:9][CH2:10][CH:11]([C:14]2[CH:19]=[C:18]([Cl:20])[CH:17]=[CH:16][C:15]=2[O:21][C:30]2[CH:31]=[C:32]([F:55])[C:33]([S:35]([N:38]([CH2:44][C:45]3[CH:50]=[CH:49][C:48]([O:51][CH3:52])=[CH:47][C:46]=3[O:53][CH3:54])[C:39]3[S:43][N:42]=[CH:41][N:40]=3)(=[O:36])=[O:37])=[CH:34][C:29]=2[Cl:28])[CH2:12][CH2:13]1)=[O:7])([CH3:4])([CH3:2])[CH3:3]. (6) Given the reactants C(N(CC)CC)C.[C:8]([CH2:10][C:11]([C:13]1[CH:22]=[CH:21][C:16]([C:17]([O:19][CH3:20])=[O:18])=[CH:15][CH:14]=1)=[O:12])#[N:9].[S:23]1CC(O)S[CH2:25][CH:24]1O.O, predict the reaction product. The product is: [NH2:9][C:8]1[S:23][CH:24]=[CH:25][C:10]=1[C:11]([C:13]1[CH:22]=[CH:21][C:16]([C:17]([O:19][CH3:20])=[O:18])=[CH:15][CH:14]=1)=[O:12].